This data is from Catalyst prediction with 721,799 reactions and 888 catalyst types from USPTO. The task is: Predict which catalyst facilitates the given reaction. (1) The catalyst class is: 1. Reactant: [F:1][C:2]([F:10])([F:9])[C:3]1([C:6](O)=[O:7])[CH2:5][CH2:4]1. Product: [F:1][C:2]([F:10])([F:9])[C:3]1([CH2:6][OH:7])[CH2:5][CH2:4]1. (2) The catalyst class is: 6. Product: [CH2:19]([O:21][CH2:22][CH2:23][CH2:24][CH2:25][O:1][C:2]1[CH:3]=[CH:4][C:5]([CH2:8][NH:9][C:10](=[O:18])[C:11]2[CH:16]=[CH:15][CH:14]=[N:13][C:12]=2[NH2:17])=[CH:6][CH:7]=1)[CH3:20]. Reactant: [OH:1][C:2]1[CH:7]=[CH:6][C:5]([CH2:8][NH:9][C:10](=[O:18])[C:11]2[CH:16]=[CH:15][CH:14]=[N:13][C:12]=2[NH2:17])=[CH:4][CH:3]=1.[CH2:19]([O:21][CH2:22][CH2:23][CH2:24][CH3:25])[CH3:20].CC1C=CC(S(O)(=O)=O)=CC=1.C(=O)([O-])[O-].[Cs+].[Cs+].CN(C=O)C. (3) Reactant: [Cl:1][C:2]1[CH:15]=[CH:14][C:5]([CH2:6][N:7]2[CH2:12][CH2:11][CH:10]([NH2:13])[CH2:9][CH2:8]2)=[CH:4][CH:3]=1.[CH3:16][C@:17]1([CH2:20][O:21][C:22]2[CH:27]=[CH:26][CH:25]=[CH:24][C:23]=2[NH:28][C:29](=[O:31])[CH3:30])[CH2:19][O:18]1. Product: [Cl:1][C:2]1[CH:3]=[CH:4][C:5]([CH2:6][N:7]2[CH2:8][CH2:9][CH:10]([NH:13][CH2:19][C@:17]([OH:18])([CH3:16])[CH2:20][O:21][C:22]3[CH:27]=[CH:26][CH:25]=[CH:24][C:23]=3[NH:28][C:29](=[O:31])[CH3:30])[CH2:11][CH2:12]2)=[CH:14][CH:15]=1. The catalyst class is: 40. (4) Reactant: C(#N)C([CH2:4][C:5]#[N:6])O.[H-].[Na+].[CH3:10][N:11]([CH3:24])[C:12]1[CH:23]=[C:16]2[C:17]([O:19][C:20](=O)[NH:21][C:15]2=[CH:14][CH:13]=1)=O.C[N:26](C)C=O. Product: [NH2:26][C:20]1[C:4]([C:5]#[N:6])=[C:17]([OH:19])[C:16]2[C:15](=[CH:14][CH:13]=[C:12]([N:11]([CH3:10])[CH3:24])[CH:23]=2)[N:21]=1. The catalyst class is: 6. (5) Product: [Cl:6][C:7]1[CH:12]=[CH:11][CH:10]=[C:9]([N+:13]([O-:15])=[O:14])[C:8]=1[S:16][C:17]1[N:18]([CH2:25][C@:26]([OH:27])([CH3:29])[CH2:28][N:33]2[CH2:32][CH2:31][N:30]([C:36]([O:38][CH2:39][CH:40]=[CH:41][C:42]3[CH:47]=[CH:46][C:45]([C:48]([F:50])([F:51])[F:49])=[CH:44][CH:43]=3)=[O:37])[CH2:35][CH2:34]2)[CH:19]=[C:20]([N+:22]([O-:24])=[O:23])[N:21]=1. Reactant: CN(C)C=O.[Cl:6][C:7]1[CH:12]=[CH:11][CH:10]=[C:9]([N+:13]([O-:15])=[O:14])[C:8]=1[S:16][C:17]1[N:18]([CH2:25][C@:26]2([CH3:29])[CH2:28][O:27]2)[CH:19]=[C:20]([N+:22]([O-:24])=[O:23])[N:21]=1.[N:30]1([C:36]([O:38][CH2:39][CH:40]=[CH:41][C:42]2[CH:47]=[CH:46][C:45]([C:48]([F:51])([F:50])[F:49])=[CH:44][CH:43]=2)=[O:37])[CH2:35][CH2:34][NH:33][CH2:32][CH2:31]1.O. The catalyst class is: 13. (6) Reactant: [CH3:1][O:2][C:3]1[CH:4]=[C:5]([CH:22]=[C:23]([O:27][CH3:28])[C:24]=1[O:25][CH3:26])[C:6]1[O:7][C:8]2[C:13]([C:14](=[O:16])[CH:15]=1)=[CH:12][CH:11]=[C:10](OCC1OC1)[CH:9]=2.[C:29]1([N:35]2[CH2:40][CH2:39][NH:38][CH2:37][CH2:36]2)[CH:34]=[CH:33][CH:32]=[CH:31][CH:30]=1. Product: [OH:2][CH:3]([CH2:4][N:38]1[CH2:39][CH2:40][N:35]([C:29]2[CH:34]=[CH:33][CH:32]=[CH:31][CH:30]=2)[CH2:36][CH2:37]1)[CH2:24][O:25][C:15]1[C:14](=[O:16])[C:13]2[C:8](=[CH:9][CH:10]=[CH:11][CH:12]=2)[O:7][C:6]=1[C:5]1[CH:4]=[C:3]([O:2][CH3:1])[C:24]([O:25][CH3:26])=[C:23]([O:27][CH3:28])[CH:22]=1. The catalyst class is: 5. (7) Reactant: [NH2:1][C:2]1[CH:7]=[C:6]([F:8])[C:5]([Cl:9])=[CH:4][C:3]=1[C:10](=O)[CH2:11]Cl.[BH4-].[Na+]. Product: [Cl:9][C:5]1[CH:4]=[C:3]2[C:2](=[CH:7][C:6]=1[F:8])[NH:1][CH:11]=[CH:10]2. The catalyst class is: 12.